This data is from Full USPTO retrosynthesis dataset with 1.9M reactions from patents (1976-2016). The task is: Predict the reactants needed to synthesize the given product. (1) Given the product [CH3:22][C:29](=[CH2:30])[CH2:33][NH:12][C:10](=[O:11])[O:7][CH2:6][C:5]1[CH:8]=[CH:9][C:2]([F:1])=[CH:3][CH:4]=1, predict the reactants needed to synthesize it. The reactants are: [F:1][C:2]1[CH:9]=[CH:8][C:5]([CH2:6][OH:7])=[CH:4][CH:3]=1.[C:10](N1C=CN=C1)([N:12]1C=CN=C1)=[O:11].[CH2:22](N(CC)CC)C.[CH2:29]1[CH2:33]OC[CH2:30]1. (2) The reactants are: [CH3:1][O:2][N:3]=[CH:4][CH2:5][CH2:6][C:7]1[CH:12]=[CH:11][C:10]([F:13])=[CH:9][CH:8]=1.C([BH3-])#N.[Na+]. Given the product [F:13][C:10]1[CH:9]=[CH:8][C:7]([CH2:6][CH2:5][CH2:4][NH:3][O:2][CH3:1])=[CH:12][CH:11]=1, predict the reactants needed to synthesize it.